From a dataset of Catalyst prediction with 721,799 reactions and 888 catalyst types from USPTO. Predict which catalyst facilitates the given reaction. (1) Reactant: [N:1]1[CH:6]=[CH:5][CH:4]=[CH:3][C:2]=1[NH:7][C:8](=[O:14])[O:9][C:10]([CH3:13])([CH3:12])[CH3:11].[H-].[Na+].Br[CH2:18][CH2:19][O:20][C:21]1[CH:22]=[C:23]([CH:41]=[CH:42][CH:43]=1)[CH2:24][C@@H:25]([C:37]([O:39][CH3:40])=[O:38])[NH:26][C:27](=[O:36])[C:28]1[C:33]([Cl:34])=[CH:32][CH:31]=[CH:30][C:29]=1[Cl:35]. Product: [C:10]([O:9][C:8]([N:7]([C:2]1[CH:3]=[CH:4][CH:5]=[CH:6][N:1]=1)[CH2:18][CH2:19][O:20][C:21]1[CH:22]=[C:23]([CH:41]=[CH:42][CH:43]=1)[CH2:24][C@@H:25]([C:37]([O:39][CH3:40])=[O:38])[NH:26][C:27](=[O:36])[C:28]1[C:33]([Cl:34])=[CH:32][CH:31]=[CH:30][C:29]=1[Cl:35])=[O:14])([CH3:11])([CH3:13])[CH3:12]. The catalyst class is: 287. (2) Reactant: [Br:1]Br.[C:3]1([N:9]2[CH2:14][CH2:13][O:12][CH2:11][CH2:10]2)[CH:8]=[CH:7][CH:6]=[CH:5][CH:4]=1.O.[OH-].[Na+]. Product: [Br:1][C:6]1[CH:7]=[CH:8][C:3]([N:9]2[CH2:14][CH2:13][O:12][CH2:11][CH2:10]2)=[CH:4][CH:5]=1. The catalyst class is: 15. (3) Reactant: C([O:8][NH:9][C:10]([C:12]1[C:17]([O:18]CC2C=CC=CC=2)=[C:16]([CH2:26][O:27][CH3:28])[C:15]([C:29]([N:31]([CH2:33][C:34]2[CH:39]=[CH:38][C:37]([F:40])=[CH:36][CH:35]=2)[CH3:32])=[O:30])=[CH:14][N:13]=1)=[O:11])C1C=CC=CC=1. Product: [F:40][C:37]1[CH:36]=[CH:35][C:34]([CH2:33][N:31]([CH3:32])[C:29]([C:15]2[C:16]([CH2:26][O:27][CH3:28])=[C:17]([OH:18])[C:12]([C:10]([NH:9][OH:8])=[O:11])=[N:13][CH:14]=2)=[O:30])=[CH:39][CH:38]=1. The catalyst class is: 19. (4) Reactant: O[C:2]([C:50]1[CH:55]=[CH:54][CH:53]=[CH:52][CH:51]=1)([C:44]1[CH:49]=[CH:48][CH:47]=[CH:46][CH:45]=1)[C:3]1[S:7][C:6]([C:8]([NH:10][C@@H:11]([CH2:19][CH2:20][CH2:21][NH:22][C:23]([NH:25]S(C2C(C)=C3C(=C(C)C=2C)OC(C)(C)CC3)(=O)=O)=[NH:24])[C:12]([O:14]C(C)(C)C)=[O:13])=[O:9])=[CH:5][CH:4]=1.[C:56]([OH:62])([C:58]([F:61])([F:60])[F:59])=[O:57].C([SiH](CC)CC)C. Product: [NH:22]([CH2:21][CH2:20][CH2:19][C@H:11]([NH:10][C:8]([C:6]1[S:7][C:3]([CH:2]([C:50]2[CH:51]=[CH:52][CH:53]=[CH:54][CH:55]=2)[C:44]2[CH:49]=[CH:48][CH:47]=[CH:46][CH:45]=2)=[CH:4][CH:5]=1)=[O:9])[C:12]([OH:14])=[O:13])[C:23]([NH2:25])=[NH:24].[C:56]([OH:62])([C:58]([F:61])([F:60])[F:59])=[O:57]. The catalyst class is: 6. (5) Reactant: [OH:1][C:2]1[C:3]([NH2:8])=[N:4][CH:5]=[CH:6][CH:7]=1.[OH-].[K+].[C:11](=S)=[S:12]. Product: [O:1]1[C:2]2[C:3](=[N:4][CH:5]=[CH:6][CH:7]=2)[NH:8][C:11]1=[S:12]. The catalyst class is: 14. (6) Reactant: Cl.FC1C=C(C=CC=1)CN1C=C(C2C3C(=NC=C(C4C=CC(C5CCNCC5)=CC=4)C=3)N(S(C3C=CC(C)=CC=3)(=O)=O)C=2)C=N1.[CH2:46]([N:54]1[CH:58]=[C:57]([C:59]2[C:67]3[C:62](=[N:63][CH:64]=[C:65]([C:68]4[CH:69]=[C:70]([NH:74][CH:75]5[CH2:80][CH2:79][N:78]([C:81]([O:83][C:84]([CH3:87])([CH3:86])[CH3:85])=[O:82])[CH2:77][CH2:76]5)[CH:71]=[CH:72][CH:73]=4)[CH:66]=3)[N:61](S(C3C=CC(C)=CC=3)(=O)=O)[CH:60]=2)[CH:56]=[N:55]1)[CH2:47][C:48]1[CH:53]=[CH:52][CH:51]=[CH:50][CH:49]=1.[OH-].[Li+]. Product: [CH2:46]([N:54]1[CH:58]=[C:57]([C:59]2[C:67]3[C:62](=[N:63][CH:64]=[C:65]([C:68]4[CH:69]=[C:70]([NH:74][CH:75]5[CH2:80][CH2:79][N:78]([C:81]([O:83][C:84]([CH3:87])([CH3:86])[CH3:85])=[O:82])[CH2:77][CH2:76]5)[CH:71]=[CH:72][CH:73]=4)[CH:66]=3)[NH:61][CH:60]=2)[CH:56]=[N:55]1)[CH2:47][C:48]1[CH:49]=[CH:50][CH:51]=[CH:52][CH:53]=1. The catalyst class is: 87. (7) Reactant: [Cl:1][C:2]1[N:11]=[C:10]([N:12]2[CH2:16][CH2:15][C@H:14]([NH:17]C(=O)OC(C)(C)C)[CH2:13]2)[C:9]2[CH2:8][CH2:7][CH2:6][CH2:5][C:4]=2[N:3]=1.[NH2:25][C:26]1[CH:27]=[C:28]([CH:31]=[C:32]([NH2:34])[CH:33]=1)[C:29]#[N:30]. Product: [ClH:1].[ClH:1].[NH2:25][C:26]1[CH:27]=[C:28]([CH:31]=[C:32]([NH:34][C:2]2[N:11]=[C:10]([N:12]3[CH2:16][CH2:15][C@H:14]([NH2:17])[CH2:13]3)[C:9]3[CH2:8][CH2:7][CH2:6][CH2:5][C:4]=3[N:3]=2)[CH:33]=1)[C:29]#[N:30]. The catalyst class is: 51.